Task: Predict the reactants needed to synthesize the given product.. Dataset: Full USPTO retrosynthesis dataset with 1.9M reactions from patents (1976-2016) Given the product [CH3:33][NH:34][C:8]([N:10]1[C:16]([CH3:17])=[CH:15][C:14]2[CH:18]=[CH:19][C:20]([Cl:22])=[CH:21][C:13]=2[C:12]([C:23]2[CH:28]=[CH:27][C:26]([N+:29]([O-:31])=[O:30])=[C:25]([CH3:32])[CH:24]=2)=[N:11]1)=[O:9], predict the reactants needed to synthesize it. The reactants are: C1(O[C:8]([N:10]2[C:16]([CH3:17])=[CH:15][C:14]3[CH:18]=[CH:19][C:20]([Cl:22])=[CH:21][C:13]=3[C:12]([C:23]3[CH:28]=[CH:27][C:26]([N+:29]([O-:31])=[O:30])=[C:25]([CH3:32])[CH:24]=3)=[N:11]2)=[O:9])C=CC=CC=1.[CH3:33][NH2:34].